Dataset: Full USPTO retrosynthesis dataset with 1.9M reactions from patents (1976-2016). Task: Predict the reactants needed to synthesize the given product. (1) Given the product [F:15][C:13]([F:16])([CH3:14])[C@@H:11]([N:10]1[C:4]2[CH:3]=[C:2]([NH:19][C:20]3[CH:25]=[CH:24][N:23]=[C:22]([N:26]4[CH2:31][CH2:30][C@H:29]([OH:32])[C@H:28]([F:33])[CH2:27]4)[N:21]=3)[N:7]=[CH:6][C:5]=2[N:8]=[C:9]1[CH2:17][OH:18])[CH3:12], predict the reactants needed to synthesize it. The reactants are: Br[C:2]1[N:7]=[CH:6][C:5]2[N:8]=[C:9]([CH2:17][OH:18])[N:10]([C@H:11]([C:13]([F:16])([F:15])[CH3:14])[CH3:12])[C:4]=2[CH:3]=1.[NH2:19][C:20]1[CH:25]=[CH:24][N:23]=[C:22]([N:26]2[CH2:31][CH2:30][C@H:29]([OH:32])[C@H:28]([F:33])[CH2:27]2)[N:21]=1. (2) The reactants are: [NH2:1][CH2:2][C:3]1[C:12](=[O:13])[C:11]2[C:6](=[CH:7][C:8]([Cl:14])=[CH:9][CH:10]=2)[N:5]([C:15]2[CH:20]=[CH:19][CH:18]=[CH:17][CH:16]=2)[C:4]=1[C:21]([N:23]([CH3:25])[CH3:24])=[O:22].[N:26]1([C:32]2[CH:40]=[CH:39][C:35]([C:36](O)=[O:37])=[CH:34][CH:33]=2)[CH2:31][CH2:30][O:29][CH2:28][CH2:27]1. Given the product [CH3:24][N:23]([CH3:25])[C:21]([C:4]1[N:5]([C:15]2[CH:20]=[CH:19][CH:18]=[CH:17][CH:16]=2)[C:6]2[C:11]([C:12](=[O:13])[C:3]=1[CH2:2][NH:1][C:36](=[O:37])[C:35]1[CH:34]=[CH:33][C:32]([N:26]3[CH2:31][CH2:30][O:29][CH2:28][CH2:27]3)=[CH:40][CH:39]=1)=[CH:10][CH:9]=[C:8]([Cl:14])[CH:7]=2)=[O:22], predict the reactants needed to synthesize it. (3) Given the product [CH2:1]([C:5]1[O:6][C:7]2[CH:13]=[CH:12][C:11]([N+:14]([O-:16])=[O:15])=[CH:10][C:8]=2[C:9]=1[C:17](=[O:26])[C:18]1[CH:23]=[CH:22][C:21]([O:24][CH3:25])=[CH:20][CH:19]=1)[CH2:2][CH2:3][CH3:4], predict the reactants needed to synthesize it. The reactants are: [CH2:1]([C:5]1[O:6][C:7]2[CH:13]=[CH:12][C:11]([N+:14]([O-:16])=[O:15])=[CH:10][C:8]=2[CH:9]=1)[CH2:2][CH2:3][CH3:4].[C:17](Cl)(=[O:26])[C:18]1[CH:23]=[CH:22][C:21]([O:24][CH3:25])=[CH:20][CH:19]=1.[Sn](Cl)(Cl)(Cl)Cl. (4) Given the product [CH3:29][O:28][C:5]1[CH:4]=[CH:3][C:2]([CH3:31])=[CH:7][C:6]=1[C:8]1[CH:9]=[CH:10][C:11]([C@H:14]([NH2:16])[CH3:15])=[CH:12][CH:13]=1, predict the reactants needed to synthesize it. The reactants are: Cl[C:2]1[CH:3]=[CH:4][C:5]([O:28][CH2:29]C)=[C:6]([C:8]2[CH:13]=[CH:12][C:11]([C@H:14]([NH:16]S(C3C(C)=NN(C)C=3Cl)(=O)=O)[CH3:15])=[CH:10][CH:9]=2)[CH:7]=1.[CH3:31]OC1C=CC(C)=CC=1B(O)O.BrC1C=CC([C@H](N)C)=CC=1. (5) Given the product [CH:38]([N:37]1[C:33]([C:27]2[N:28]=[C:29]3[C:30]4[CH:31]=[CH:32][C:19]([C:18]5[N:14]([CH:11]6[CH2:12][CH2:13][N:8]([CH3:6])[CH2:9][CH2:10]6)[N:15]=[CH:16][CH:17]=5)=[CH:20][C:21]=4[O:22][CH2:23][CH2:24][N:25]3[CH:26]=2)=[N:34][CH:35]=[N:36]1)([CH3:40])[CH3:39], predict the reactants needed to synthesize it. The reactants are: C(O[C:6]([N:8]1[CH2:13][CH2:12][CH:11]([N:14]2[C:18]([C:19]3[CH:20]=[C:21]4[C:30](=[CH:31][CH:32]=3)[C:29]3[N:25]([CH:26]=[C:27]([C:33]5[N:37]([CH:38]([CH3:40])[CH3:39])[N:36]=[CH:35][N:34]=5)[N:28]=3)[CH2:24][CH2:23][O:22]4)=[CH:17][CH:16]=[N:15]2)[CH2:10][CH2:9]1)=O)(C)(C)C.[H-].[H-].[H-].[H-].[Li+].[Al+3].O. (6) Given the product [CH3:1][C:2]1[CH:7]=[CH:6][C:5]([CH3:8])=[CH:4][C:3]=1[C:13]1[CH:20]=[CH:19][CH:18]=[CH:17][C:14]=1[C:15]#[N:16], predict the reactants needed to synthesize it. The reactants are: [CH3:1][C:2]1[CH:7]=[CH:6][C:5]([CH3:8])=[CH:4][C:3]=1B(O)O.Br[C:13]1[CH:20]=[CH:19][CH:18]=[CH:17][C:14]=1[C:15]#[N:16].C(=O)([O-])[O-].[Na+].[Na+].